From a dataset of Full USPTO retrosynthesis dataset with 1.9M reactions from patents (1976-2016). Predict the reactants needed to synthesize the given product. (1) Given the product [ClH:50].[ClH:50].[CH3:1][C:2]1[C:3]([CH2:20][CH2:21][N:22]2[CH2:23][CH2:24][CH:25]([C:28]3[CH:37]=[CH:36][CH:35]=[C:34]4[C:29]=3[CH:30]=[CH:31][C:32]([CH3:38])=[N:33]4)[CH2:26][CH2:27]2)=[C:4]2[C:9](=[CH:10][CH:11]=1)[N:8]1[CH:12]=[N:13][C:14]([C:15]([NH2:43])=[O:17])=[C:7]1[CH2:6][CH2:5]2, predict the reactants needed to synthesize it. The reactants are: [CH3:1][C:2]1[C:3]([CH2:20][CH2:21][N:22]2[CH2:27][CH2:26][CH:25]([C:28]3[CH:37]=[CH:36][CH:35]=[C:34]4[C:29]=3[CH:30]=[CH:31][C:32]([CH3:38])=[N:33]4)[CH2:24][CH2:23]2)=[C:4]2[C:9](=[CH:10][CH:11]=1)[N:8]1[CH:12]=[N:13][C:14]([C:15]([O:17]CC)=O)=[C:7]1[CH2:6][CH2:5]2.[OH-].[K+].C[Si](C)(C)[NH:43][Si](C)(C)C.[ClH:50]. (2) The reactants are: CS(C)=O.[F:5][C:6]1[C:7]([C:12]2([C:16]#[N:17])[CH2:15][CH2:14][CH2:13]2)=[N:8][CH:9]=[CH:10][CH:11]=1.C(=O)([O-])[O-:19].[K+].[K+].OO. Given the product [F:5][C:6]1[C:7]([C:12]2([C:16]([NH2:17])=[O:19])[CH2:15][CH2:14][CH2:13]2)=[N:8][CH:9]=[CH:10][CH:11]=1, predict the reactants needed to synthesize it. (3) Given the product [C:18]([OH:20])(=[O:22])[CH3:19].[C:8]1([C:3]2[CH:2]=[CH:7][CH:6]=[CH:5][CH:4]=2)[CH:13]=[CH:12][CH:11]=[CH:10][C:9]=1[CH2:14][C:15]([NH2:17])=[NH:16], predict the reactants needed to synthesize it. The reactants are: Cl[C:2]1[CH:7]=[CH:6][CH:5]=[CH:4][C:3]=1[C:8]1[CH:13]=[CH:12][CH:11]=[CH:10][C:9]=1[CH2:14][C:15]([NH:17][C:18](=[O:20])[CH3:19])=[NH:16].C[OH:22]. (4) The reactants are: Br[CH:2]([C:9](=O)[C:10]1[CH:15]=[CH:14][CH:13]=[CH:12][CH:11]=1)[CH2:3][CH2:4][C:5]([O:7][CH3:8])=[O:6].[NH2:17][C:18]([NH2:20])=[S:19]. Given the product [NH2:20][C:18]1[S:19][C:2]([CH2:3][CH2:4][C:5]([O:7][CH3:8])=[O:6])=[C:9]([C:10]2[CH:15]=[CH:14][CH:13]=[CH:12][CH:11]=2)[N:17]=1, predict the reactants needed to synthesize it. (5) The reactants are: [CH3:1][N:2]1[C:14]2[CH2:13][CH2:12][C@@H:11]([CH:15]3[CH2:20][CH2:19][O:18][CH2:17][CH2:16]3)[CH2:10][C:9]=2[C:8]2[C:3]1=[CH:4][CH:5]=[C:6]([C:21]([N:23]1[CH2:28][CH2:27][CH2:26][C@H:25]([NH:29][C:30](=O)[O:31]C(C)(C)C)[CH2:24]1)=[O:22])[CH:7]=2.Cl.C(N(CC)CC)C.[CH:45]1(C(Cl)=O)[CH2:47][CH2:46]1. Given the product [CH3:1][N:2]1[C:14]2[CH2:13][CH2:12][C@@H:11]([CH:15]3[CH2:20][CH2:19][O:18][CH2:17][CH2:16]3)[CH2:10][C:9]=2[C:8]2[C:3]1=[CH:4][CH:5]=[C:6]([C:21]([N:23]1[CH2:28][CH2:27][CH2:26][C@H:25]([NH:29][C:30]([CH:45]3[CH2:47][CH2:46]3)=[O:31])[CH2:24]1)=[O:22])[CH:7]=2, predict the reactants needed to synthesize it.